The task is: Regression/Classification. Given a drug SMILES string, predict its absorption, distribution, metabolism, or excretion properties. Task type varies by dataset: regression for continuous measurements (e.g., permeability, clearance, half-life) or binary classification for categorical outcomes (e.g., BBB penetration, CYP inhibition). Dataset: hlm.. This data is from Human liver microsome stability data. (1) The molecule is CN1CCC(C(=O)N[C@@H](Cc2c[nH]c3ccccc23)C(=O)Nc2ccncc2)CC1. The result is 0 (unstable in human liver microsomes). (2) The compound is CCCN(CCC)CCCOc1ccc2c(O)c3c(F)cc(F)cc3nc2c1. The result is 0 (unstable in human liver microsomes). (3) The drug is CC(=O)c1cc(C(=O)NOC(CO)CO)c(Nc2ccc(I)cc2F)n1C. The result is 0 (unstable in human liver microsomes). (4) The molecule is COc1ccc2[nH]c(SCC(C)(C)C)nc2c1. The result is 0 (unstable in human liver microsomes).